Dataset: Catalyst prediction with 721,799 reactions and 888 catalyst types from USPTO. Task: Predict which catalyst facilitates the given reaction. Reactant: Cl[C:2]1[C:12]2[CH:11]=[C:10]([C:13]([O:15][CH3:16])=[O:14])[CH2:9][CH2:8][NH:7][C:6]=2[N:5]=[CH:4][N:3]=1.[Cl:17][C:18]1[CH:19]=[C:20]([CH:22]=[CH:23][C:24]=1[O:25][C:26]1[CH:31]=[CH:30][CH:29]=[C:28]([S:32]([CH:35]([CH3:37])[CH3:36])(=[O:34])=[O:33])[CH:27]=1)[NH2:21].[Cl-].[NH+]1C=CC=CC=1.C(=O)(O)[O-].[Na+]. Product: [Cl:17][C:18]1[CH:19]=[C:20]([NH:21][C:2]2[C:12]3[CH:11]=[C:10]([C:13]([O:15][CH3:16])=[O:14])[CH2:9][CH2:8][NH:7][C:6]=3[N:5]=[CH:4][N:3]=2)[CH:22]=[CH:23][C:24]=1[O:25][C:26]1[CH:31]=[CH:30][CH:29]=[C:28]([S:32]([CH:35]([CH3:36])[CH3:37])(=[O:33])=[O:34])[CH:27]=1. The catalyst class is: 60.